This data is from Forward reaction prediction with 1.9M reactions from USPTO patents (1976-2016). The task is: Predict the product of the given reaction. Given the reactants Cl[C:2]1[CH:7]=[C:6]([NH:8][NH2:9])[N:5]=[CH:4][N:3]=1.Cl.[F:11][C:12]1([F:16])[CH2:15][NH:14][CH2:13]1.C(N(C(C)C)C(C)C)C.FC(F)(F)C(O)=O.CN([CH:36]=[C:37]([N:43]1[CH:47]=[C:46]([C:48]#[N:49])[N:45]=[CH:44]1)[C:38](OCC)=[O:39])C, predict the reaction product. The product is: [F:11][C:12]1([F:16])[CH2:15][N:14]([C:2]2[N:3]=[CH:4][N:5]=[C:6]([N:8]3[C:38](=[O:39])[C:37]([N:43]4[CH:47]=[C:46]([C:48]#[N:49])[N:45]=[CH:44]4)=[CH:36][NH:9]3)[CH:7]=2)[CH2:13]1.